Dataset: Full USPTO retrosynthesis dataset with 1.9M reactions from patents (1976-2016). Task: Predict the reactants needed to synthesize the given product. The reactants are: [C:1]1(=O)[O:5][CH2:4][CH2:3][O:2]1.O[C:8]1[CH:21]=[CH:20][C:11]([C:12]([C:14]2[CH:19]=[CH:18]C=[CH:16][CH:15]=2)=[O:13])=[CH:10][CH:9]=1.C1(C)C=CC=CC=1. Given the product [OH:2][CH2:3][CH2:4][O:5][C:1]1[CH:18]=[CH:19][C:14]([C:12]([C:11]2[CH:20]=[CH:21][CH:8]=[CH:9][CH:10]=2)=[O:13])=[CH:15][CH:16]=1, predict the reactants needed to synthesize it.